From a dataset of Forward reaction prediction with 1.9M reactions from USPTO patents (1976-2016). Predict the product of the given reaction. Given the reactants Cl.[NH2:2][CH2:3][CH2:4][CH2:5][CH2:6][CH2:7][NH:8][C:9](=[O:31])[CH2:10][CH2:11][CH2:12][CH2:13][CH2:14][NH:15][C:16](=[O:30])[CH2:17][CH2:18][CH2:19][CH2:20][C@H:21]1[C@@H:28]2[C@@H:24]([NH:25][C:26](=[O:29])[NH:27]2)[CH2:23][S:22]1.[Cl:32][C:33]1[S:37][C:36]([C:38]([NH:40][CH2:41][C@@H:42]2[O:46][C:45](=[O:47])[N:44]([C:48]3[CH:53]=[CH:52][C:51]([N:54]4[CH2:59][CH2:58][O:57][CH:56]([CH2:60][CH2:61][CH2:62][O:63][C:64](=[O:70])[CH2:65][CH2:66][C:67](O)=[O:68])[C:55]4=[O:71])=[CH:50][CH:49]=3)[CH2:43]2)=[O:39])=[CH:35][CH:34]=1.C(N(CC)C(C)C)(C)C.CN(C(ON1N=NC2C=CC=NC1=2)=[N+](C)C)C.F[P-](F)(F)(F)(F)F, predict the reaction product. The product is: [Cl:32][C:33]1[S:37][C:36]([C:38]([NH:40][CH2:41][C@@H:42]2[O:46][C:45](=[O:47])[N:44]([C:48]3[CH:49]=[CH:50][C:51]([N:54]4[CH2:59][CH2:58][O:57][CH:56]([CH2:60][CH2:61][CH2:62][O:63][C:64](=[O:70])[CH2:65][CH2:66][C:67](=[O:68])[NH:2][CH2:3][CH2:4][CH2:5][CH2:6][CH2:7][NH:8][C:9](=[O:31])[CH2:10][CH2:11][CH2:12][CH2:13][CH2:14][NH:15][C:16](=[O:30])[CH2:17][CH2:18][CH2:19][CH2:20][C@H:21]5[C@@H:28]6[C@@H:24]([NH:25][C:26](=[O:29])[NH:27]6)[CH2:23][S:22]5)[C:55]4=[O:71])=[CH:52][CH:53]=3)[CH2:43]2)=[O:39])=[CH:35][CH:34]=1.